Task: Predict the reaction yield, written as a fraction of the theoretical maximum amount of product (1.0 means a 100% yield; for example, 0.34 means a 34% yield).. Dataset: Reaction yield outcomes from USPTO patents with 853,638 reactions (1) The reactants are [CH2:1]([O:4][C:5]1[CH:6]=[C:7]([CH:12]=[CH:13][C:14]=1I)[C:8]([O:10][CH3:11])=[O:9])[CH:2]=[CH2:3].C([O-])([O-])=O.[Na+].[Na+].C([O-])=O.[Na+]. The catalyst is CN(C=O)C.[N+](CCCC)(CCCC)(CCCC)CCCC.[Cl-].O.CC([O-])=O.CC([O-])=O.[Pd+2]. The product is [CH3:3][C:2]1[C:14]2[CH:13]=[CH:12][C:7]([C:8]([O:10][CH3:11])=[O:9])=[CH:6][C:5]=2[O:4][CH:1]=1. The yield is 0.670. (2) The reactants are C(=O)([O-])[O-].[K+].[K+].FC(F)(F)C(O)=O.[Cl:14][C:15]1[CH:16]=[C:17]([CH:38]=[CH:39][C:40]=1[F:41])[NH:18][C:19]1[C:28]2[C:23](=[CH:24][C:25]([OH:37])=[CH:26][C:27]=2[O:29][CH:30]2[CH2:35][CH2:34][N:33]([CH3:36])[CH2:32][CH2:31]2)[N:22]=[CH:21][N:20]=1.[C:42]([O:46][C:47]([N:49]1[CH2:54][CH2:53][CH:52]([CH2:55]OS(C2C=CC(C)=CC=2)(=O)=O)[CH2:51][CH2:50]1)=[O:48])([CH3:45])([CH3:44])[CH3:43].O. The catalyst is CC(N(C)C)=O. The product is [C:42]([O:46][C:47]([N:49]1[CH2:54][CH2:53][CH:52]([CH2:55][O:37][C:25]2[CH:24]=[C:23]3[C:28]([C:19]([NH:18][C:17]4[CH:38]=[CH:39][C:40]([F:41])=[C:15]([Cl:14])[CH:16]=4)=[N:20][CH:21]=[N:22]3)=[C:27]([O:29][CH:30]3[CH2:31][CH2:32][N:33]([CH3:36])[CH2:34][CH2:35]3)[CH:26]=2)[CH2:51][CH2:50]1)=[O:48])([CH3:45])([CH3:43])[CH3:44]. The yield is 0.380. (3) The reactants are [NH2:1][C:2]1[C:11]2[C:6](=[C:7](Br)[CH:8]=[CH:9][CH:10]=2)[N:5]=[N:4][C:3]=1[C:13]([NH:15][CH2:16][CH2:17][CH3:18])=[O:14].[F:19][C:20]1[CH:25]=[C:24]([F:26])[CH:23]=[CH:22][C:21]=1B(O)O. No catalyst specified. The product is [NH2:1][C:2]1[C:11]2[C:6](=[C:7]([C:23]3[CH:22]=[CH:21][C:20]([F:19])=[CH:25][C:24]=3[F:26])[CH:8]=[CH:9][CH:10]=2)[N:5]=[N:4][C:3]=1[C:13]([NH:15][CH2:16][CH2:17][CH3:18])=[O:14]. The yield is 0.923. (4) The reactants are [N-:1]=[N+:2]=[N-:3].[Na+].Br[CH2:6][C:7]1[CH:16]=[CH:15][C:14]([Cl:17])=[CH:13][C:8]=1[C:9]([O:11][CH3:12])=[O:10]. The catalyst is CN(C=O)C. The product is [N:1]([CH2:6][C:7]1[CH:16]=[CH:15][C:14]([Cl:17])=[CH:13][C:8]=1[C:9]([O:11][CH3:12])=[O:10])=[N+:2]=[N-:3]. The yield is 0.970. (5) The reactants are [Cl:1][C:2]1[CH:3]=[CH:4][C:5]([S:11]([NH:14][CH:15]2[CH2:17][CH2:16]2)(=[O:13])=[O:12])=[C:6]([CH:10]=1)[C:7]([OH:9])=O.ClC1C=C(C=CC=1S(NC1CC1)(=O)=O)C(O)=O.Cl.Cl.[CH3:37][C:38]1[N:42]([CH:43]2[CH2:49][CH:48]3[N:50]([CH2:51][CH2:52][C:53]4([C:59]5[CH:64]=[CH:63][CH:62]=[CH:61][CH:60]=5)[CH2:58][CH2:57][NH:56][CH2:55][CH2:54]4)[CH:45]([CH2:46][CH2:47]3)[CH2:44]2)[C:41]2[CH:65]=[CH:66][CH:67]=[CH:68][C:40]=2[N:39]=1.CC1N(C2CC3N(CCC4(C5C=CC=CC=5)CCN(C(C5C=CC=CC=5S(NC(=O)OC(C)(C)C)(=O)=O)=O)CC4)C(CC3)C2)C2C=CC=CC=2N=1. No catalyst specified. The product is [Cl:1][C:2]1[CH:3]=[CH:4][C:5]([S:11]([NH:14][CH:15]2[CH2:17][CH2:16]2)(=[O:13])=[O:12])=[C:6]([C:7]([N:56]2[CH2:55][CH2:54][C:53]([CH2:52][CH2:51][N:50]3[CH:45]4[CH2:46][CH2:47][CH:48]3[CH2:49][CH:43]([N:42]3[C:41]5[CH:65]=[CH:66][CH:67]=[CH:68][C:40]=5[N:39]=[C:38]3[CH3:37])[CH2:44]4)([C:59]3[CH:60]=[CH:61][CH:62]=[CH:63][CH:64]=3)[CH2:58][CH2:57]2)=[O:9])[CH:10]=1. The yield is 0.110.